This data is from Full USPTO retrosynthesis dataset with 1.9M reactions from patents (1976-2016). The task is: Predict the reactants needed to synthesize the given product. (1) Given the product [OH:32][N:31]=[C:24]([N:20]1[CH2:21][CH2:22][CH:17]([C@H:15]2[CH2:16][C@H:14]2[CH2:13][CH2:12][O:11][C:8]2[CH:7]=[CH:6][C:5]([S:2]([CH3:1])(=[O:3])=[O:4])=[CH:10][N:9]=2)[CH2:18][CH2:19]1)[NH2:23], predict the reactants needed to synthesize it. The reactants are: [CH3:1][S:2]([C:5]1[CH:6]=[CH:7][C:8]([O:11][CH2:12][CH2:13][C@@H:14]2[CH2:16][C@@H:15]2[CH:17]2[CH2:22][CH2:21][NH:20][CH2:19][CH2:18]2)=[N:9][CH:10]=1)(=[O:4])=[O:3].[N:23]#[C:24]Br.C(=O)(O)[O-].[Na+].[NH2:31][OH:32].C(N(CC)CC)C. (2) The reactants are: [CH3:1][O:2][C:3](=[O:23])[CH2:4][C:5]1[CH:10]=[CH:9][C:8]([O:11][CH3:12])=[C:7]([O:13][C:14]2[CH:19]=[C:18]([Br:20])[CH:17]=[CH:16][C:15]=2[CH2:21]Br)[CH:6]=1.[CH3:24][C@H:25]1[C@@H:29]([C:30]2[CH:35]=[CH:34][CH:33]=[CH:32][CH:31]=2)[O:28][C:27](=[O:36])[NH:26]1. Given the product [CH3:1][O:2][C:3](=[O:23])[CH2:4][C:5]1[CH:10]=[CH:9][C:8]([O:11][CH3:12])=[C:7]([O:13][C:14]2[CH:19]=[C:18]([Br:20])[CH:17]=[CH:16][C:15]=2[CH2:21][N:26]2[C@@H:25]([CH3:24])[C@@H:29]([C:30]3[CH:35]=[CH:34][CH:33]=[CH:32][CH:31]=3)[O:28][C:27]2=[O:36])[CH:6]=1, predict the reactants needed to synthesize it. (3) The reactants are: [CH:1]([C:3]1[CH:4]=[C:5]2[C:10](=[CH:11][CH:12]=1)[N:9]=[CH:8][C:7]([C:13]#[N:14])=[C:6]2[O:15][CH2:16][CH:17]([CH3:19])[CH3:18])=O.COC1C=CC(/C=[C:35]2/[C:36]([NH:38][C:39]([S:41]/2)=[NH:40])=[O:37])=CC=1OC1CCCC1.C([O-])(=O)C.[Na+]. Given the product [NH2:40][C:39]1[S:41]/[C:35](=[CH:1]\[C:3]2[CH:4]=[C:5]3[C:10](=[CH:11][CH:12]=2)[N:9]=[CH:8][C:7]([C:13]#[N:14])=[C:6]3[O:15][CH2:16][CH:17]([CH3:19])[CH3:18])/[C:36](=[O:37])[N:38]=1, predict the reactants needed to synthesize it. (4) The reactants are: [CH2:1]([O:3][C:4]([C:6]1([C:28]([O:30][CH2:31][CH3:32])=[O:29])[CH2:10][CH2:9][C:8](=[O:11])[N:7]1[C:12]1[CH:13]=[N:14][C:15]([O:18][C:19]2[CH:24]=[CH:23][C:22]([C:25]([OH:27])=O)=[CH:21][CH:20]=2)=[CH:16][CH:17]=1)=[O:5])[CH3:2].O.O[N:35]1C2C=CC=CC=2N=[N:36]1.ClCCCl.C(Cl)Cl. Given the product [CH2:31]([O:30][C:28]([C:6]1([C:4]([O:3][CH2:1][CH3:2])=[O:5])[CH2:10][CH2:9][C:8](=[O:11])[N:7]1[C:12]1[CH:13]=[N:14][C:15]([O:18][C:19]2[CH:24]=[CH:23][C:22]([C:25]([NH:35][NH2:36])=[O:27])=[CH:21][CH:20]=2)=[CH:16][CH:17]=1)=[O:29])[CH3:32], predict the reactants needed to synthesize it. (5) Given the product [CH2:18]([NH:9][C@H:8]([C:10]([O:12][CH3:13])=[O:11])[CH2:7][O:6][C:2]([CH3:5])([CH3:4])[CH3:3])[C:19]1[CH:24]=[CH:23][CH:22]=[CH:21][CH:20]=1, predict the reactants needed to synthesize it. The reactants are: Cl.[C:2]([O:6][CH2:7][C@@H:8]([C:10]([O:12][CH3:13])=[O:11])[NH2:9])([CH3:5])([CH3:4])[CH3:3].C(O)(=O)C.[CH:18](=O)[C:19]1[CH:24]=[CH:23][CH:22]=[CH:21][CH:20]=1.C([BH3-])#N.[Na+]. (6) Given the product [CH2:5]1[NH:4][CH:3]([CH2:2][OH:1])[CH2:8][N:7]2[CH2:10][CH2:11][NH:12][CH2:13][CH:6]12, predict the reactants needed to synthesize it. The reactants are: [OH:1][CH2:2][CH:3]1[C:8](=O)[N:7]2[CH2:10][CH2:11][NH:12][CH2:13][CH:6]2[C:5](=O)[NH:4]1.B.C1COCC1.Cl.